From a dataset of Reaction yield outcomes from USPTO patents with 853,638 reactions. Predict the reaction yield, written as a fraction of the theoretical maximum amount of product (1.0 means a 100% yield; for example, 0.34 means a 34% yield). (1) The reactants are [CH3:1][N:2]1[C:10]2[N:9]=[CH:8][NH:7][C:6]=2[C:5](=[O:11])[NH:4][C:3]1=[O:12].C([O-])(=O)C.[Na+].[Br:18]Br. The catalyst is C(O)(=O)C. The product is [Br:18][C:8]1[NH:7][C:6]2[C:5](=[O:11])[NH:4][C:3](=[O:12])[N:2]([CH3:1])[C:10]=2[N:9]=1. The yield is 0.900. (2) The product is [ClH:2].[Cl:15][C:11]1[CH:10]=[C:9]([C:7]2[N:6]=[C:5]3[CH2:16][CH2:17][CH2:18][C:4]3=[C:3]([NH:19][C@H:20]3[CH2:25][CH2:24][C@H:23]([CH2:26][CH2:27][OH:28])[CH2:22][CH2:21]3)[CH:8]=2)[CH:14]=[CH:13][CH:12]=1. The reactants are Cl.[Cl:2][C:3]1[CH:8]=[C:7]([C:9]2[CH:14]=[CH:13][CH:12]=[C:11]([Cl:15])[CH:10]=2)[N:6]=[C:5]2[CH2:16][CH2:17][CH2:18][C:4]=12.[NH2:19][CH:20]1[CH2:25][CH2:24][CH:23]([CH2:26][CH2:27][OH:28])[CH2:22][CH2:21]1. The yield is 0.0400. No catalyst specified. (3) The reactants are C[Si](C)(C)[N-][Si](C)(C)C.[Na+].[CH3:11][O:12][C:13]([CH:15]1[CH2:19][C:18](=[O:20])[CH2:17][N:16]1[C:21]([O:23][C:24]([CH3:27])([CH3:26])[CH3:25])=[O:22])=[O:14].[F:28][C:29]([F:48])([F:47])[S:30](N(C1C=CC=CC=1)[S:30]([C:29]([F:48])([F:47])[F:28])(=[O:32])=[O:31])(=[O:32])=[O:31]. The catalyst is C1COCC1. The product is [CH3:11][O:12][C:13]([CH:15]1[CH2:19][C:18]([O:20][S:30]([C:29]([F:48])([F:47])[F:28])(=[O:32])=[O:31])=[CH:17][N:16]1[C:21]([O:23][C:24]([CH3:27])([CH3:26])[CH3:25])=[O:22])=[O:14]. The yield is 0.360. (4) The reactants are [CH3:1][O:2][C:3]([C:5]1[C:13]([NH:14][C:15]2[CH:20]=[CH:19][CH:18]=[CH:17][C:16]=2[Cl:21])=[C:12]([F:22])[C:8]2[N:9]=[CH:10][NH:11][C:7]=2[CH:6]=1)=[O:4].CC1C=CC(S(O)(=O)=O)=CC=1.O.C1C(=O)N([Br:42])C(=O)C1. The catalyst is C1COCC1. The product is [CH3:1][O:2][C:3]([C:5]1[C:13]([NH:14][C:15]2[CH:20]=[CH:19][C:18]([Br:42])=[CH:17][C:16]=2[Cl:21])=[C:12]([F:22])[C:8]2[N:9]=[CH:10][NH:11][C:7]=2[CH:6]=1)=[O:4]. The yield is 0.850.